Dataset: Forward reaction prediction with 1.9M reactions from USPTO patents (1976-2016). Task: Predict the product of the given reaction. Given the reactants NC[C:3]1[C:8]([CH2:9][NH:10][C:11]2[NH:12][C:13](=[O:20])[C:14]3[NH:15][CH:16]=[N:17][C:18]=3[N:19]=2)=[CH:7][CH:6]=[CH:5][CH:4]=1.CS(C)=O.C(#N)C.C([O-])(=O)C.C([NH+](CC)CC)C, predict the reaction product. The product is: [CH2:9]([NH:10][C:11]1[NH:12][C:13](=[O:20])[C:14]2[NH:15][CH:16]=[N:17][C:18]=2[N:19]=1)[C:8]1[CH:3]=[CH:4][CH:5]=[CH:6][CH:7]=1.